From a dataset of Forward reaction prediction with 1.9M reactions from USPTO patents (1976-2016). Predict the product of the given reaction. (1) Given the reactants [S:1]1[C:5]2[CH:6]=[CH:7][CH:8]=[CH:9][C:4]=2[N:3]=[CH:2]1.C([Li])CCC.CCCCCC.[CH3:21][O:22][CH2:23][O:24][C:25]1[CH:32]=[CH:31][CH:30]=[CH:29][C:26]=1[CH:27]=[O:28], predict the reaction product. The product is: [S:1]1[C:5]2[CH:6]=[CH:7][CH:8]=[CH:9][C:4]=2[N:3]=[C:2]1[CH:27]([C:26]1[CH:29]=[CH:30][CH:31]=[CH:32][C:25]=1[O:24][CH2:23][O:22][CH3:21])[OH:28]. (2) Given the reactants Br[C:2]1[C:3]([CH3:13])=[C:4]2[C:9](=[C:10]([F:12])[CH:11]=1)[O:8][CH2:7][CH2:6][CH2:5]2.[B:14]1([B:14]2[O:18][C:17]([CH3:20])([CH3:19])[C:16]([CH3:22])([CH3:21])[O:15]2)[O:18][C:17]([CH3:20])([CH3:19])[C:16]([CH3:22])([CH3:21])[O:15]1.C([O-])(=O)C.[K+], predict the reaction product. The product is: [F:12][C:10]1[CH:11]=[C:2]([B:14]2[O:18][C:17]([CH3:20])([CH3:19])[C:16]([CH3:22])([CH3:21])[O:15]2)[C:3]([CH3:13])=[C:4]2[C:9]=1[O:8][CH2:7][CH2:6][CH2:5]2. (3) Given the reactants Br[C:2]1[CH:23]=[CH:22][C:5]([C:6]([NH:8][S:9]([C:12]2[CH:17]=[CH:16][CH:15]=[CH:14][C:13]=2[S:18](=[O:21])(=[O:20])[NH2:19])(=[O:11])=[O:10])=[O:7])=[CH:4][C:3]=1[O:24][CH2:25][CH2:26][O:27][CH2:28][C:29]([F:32])([F:31])[F:30].[CH3:33][CH:34]([CH3:37])[C:35]#[CH:36], predict the reaction product. The product is: [CH3:33][CH:34]([CH3:37])[C:35]#[C:36][C:2]1[CH:23]=[CH:22][C:5]([C:6]([NH:8][S:9]([C:12]2[CH:17]=[CH:16][CH:15]=[CH:14][C:13]=2[S:18](=[O:21])(=[O:20])[NH2:19])(=[O:11])=[O:10])=[O:7])=[CH:4][C:3]=1[O:24][CH2:25][CH2:26][O:27][CH2:28][C:29]([F:32])([F:31])[F:30]. (4) The product is: [CH:14]([C:2]1[C:6]2[N:7]=[CH:8][N:9]=[C:10]([NH2:11])[C:5]=2[S:4][CH:3]=1)=[CH2:15]. Given the reactants Br[C:2]1[C:6]2[N:7]=[CH:8][N:9]=[C:10]([NH2:11])[C:5]=2[S:4][CH:3]=1.N#N.[CH2:14]([Sn](CCCC)(CCCC)C=C)[CH2:15]CC.[F-].[K+], predict the reaction product. (5) The product is: [OH:12][CH2:11][CH2:10][CH2:9][CH2:8][CH2:7][CH2:6][CH2:5][CH2:4][CH2:3][C@H:37]1[CH2:36][C@@:34]2([CH3:35])[C@@H:30]([CH2:31][CH2:32][C:33]2=[O:39])[C@H:29]2[C:38]1=[C:29]1[C:30]([CH2:31][CH2:32]2)=[CH:34][C:41](=[O:44])[CH2:37][CH2:38]1. Given the reactants [Mg].Br[CH2:3][CH2:4][CH2:5][CH2:6][CH2:7][CH2:8][CH2:9][CH2:10][CH2:11][O:12][Si](C)(C)C(C)(C)C.O1[C:37]2=[C:38]3[C@H:29]([C@H:30]4[C@@:34]([CH2:36]2)([CH3:35])[C:33](=[O:39])[CH2:32][CH2:31]4)CCC2[C@@]13CCCC2.Cl.[C:41](=[O:44])(O)[O-].[Na+], predict the reaction product. (6) Given the reactants Br[CH:2]([CH3:4])[CH3:3].[Cl:5][C:6]1[C:15]2[C:10](=[C:11]([OH:16])[CH:12]=[CH:13][CH:14]=2)[N:9]=[C:8]([CH3:17])[N:7]=1.C([O-])([O-])=O.[K+].[K+].[NH4+].[Cl-], predict the reaction product. The product is: [Cl:5][C:6]1[C:15]2[C:10](=[C:11]([O:16][CH:2]([CH3:4])[CH3:3])[CH:12]=[CH:13][CH:14]=2)[N:9]=[C:8]([CH3:17])[N:7]=1.